Dataset: NCI-60 drug combinations with 297,098 pairs across 59 cell lines. Task: Regression. Given two drug SMILES strings and cell line genomic features, predict the synergy score measuring deviation from expected non-interaction effect. (1) Drug 1: CN1CCC(CC1)COC2=C(C=C3C(=C2)N=CN=C3NC4=C(C=C(C=C4)Br)F)OC. Drug 2: CS(=O)(=O)CCNCC1=CC=C(O1)C2=CC3=C(C=C2)N=CN=C3NC4=CC(=C(C=C4)OCC5=CC(=CC=C5)F)Cl. Cell line: UACC62. Synergy scores: CSS=7.77, Synergy_ZIP=-1.82, Synergy_Bliss=0.554, Synergy_Loewe=-2.24, Synergy_HSA=-0.406. (2) Drug 1: C(CC(=O)O)C(=O)CN.Cl. Drug 2: C1CN(P(=O)(OC1)NCCCl)CCCl. Cell line: UACC-257. Synergy scores: CSS=5.84, Synergy_ZIP=-1.90, Synergy_Bliss=-1.73, Synergy_Loewe=-1.39, Synergy_HSA=-1.37. (3) Drug 1: COC1=NC(=NC2=C1N=CN2C3C(C(C(O3)CO)O)O)N. Drug 2: CCC1=C2CN3C(=CC4=C(C3=O)COC(=O)C4(CC)O)C2=NC5=C1C=C(C=C5)O. Cell line: RXF 393. Synergy scores: CSS=-2.42, Synergy_ZIP=2.03, Synergy_Bliss=2.01, Synergy_Loewe=-8.64, Synergy_HSA=-5.34.